Predict which catalyst facilitates the given reaction. From a dataset of Catalyst prediction with 721,799 reactions and 888 catalyst types from USPTO. (1) Reactant: [CH3:1][C:2]([N:6]1[CH2:11][CH2:10][NH:9][CH2:8][CH2:7]1)([CH3:5])[CH2:3][OH:4].CCN(CC)CC.[CH:19]([N:22]1[C:26]([C:27]2[N:36]=[C:35]3[N:29]([CH2:30][CH2:31][O:32][C:33]4[CH:40]=[CH:39][C:38]([S:41](Cl)(=[O:43])=[O:42])=[CH:37][C:34]=43)[CH:28]=2)=[N:25][CH:24]=[N:23]1)([CH3:21])[CH3:20]. Product: [CH:19]([N:22]1[C:26]([C:27]2[N:36]=[C:35]3[C:34]4[CH:37]=[C:38]([S:41]([N:9]5[CH2:8][CH2:7][N:6]([C:2]([CH3:1])([CH3:5])[CH2:3][OH:4])[CH2:11][CH2:10]5)(=[O:43])=[O:42])[CH:39]=[CH:40][C:33]=4[O:32][CH2:31][CH2:30][N:29]3[CH:28]=2)=[N:25][CH:24]=[N:23]1)([CH3:21])[CH3:20]. The catalyst class is: 2. (2) Reactant: Br[C:2]1[S:3][CH:4]=[CH:5][C:6]=1[C:7]([O:9]C)=O.[NH2:11][C:12]1[C:21](B2OC(C)(C)C(C)(C)O2)=[CH:20][CH:19]=[CH:18][C:13]=1[C:14]([O:16][CH3:17])=[O:15].C([O-])([O-])=O.[Cs+].[Cs+].C(Cl)Cl. Product: [O:9]=[C:7]1[C:6]2[CH:5]=[CH:4][S:3][C:2]=2[C:21]2[C:12](=[C:13]([C:14]([O:16][CH3:17])=[O:15])[CH:18]=[CH:19][CH:20]=2)[NH:11]1. The catalyst class is: 117. (3) Reactant: [N+:1]([C:4]1[CH:13]=[CH:12][CH:11]=[C:10]2[C:5]=1[CH:6]=[CH:7][C:8]([C:14]([F:17])([F:16])[F:15])=[N:9]2)([O-])=O.C(=O)([O-])[O-].[K+].[K+]. Product: [NH2:1][C:4]1[CH:13]=[CH:12][CH:11]=[C:10]2[C:5]=1[CH:6]=[CH:7][C:8]([C:14]([F:17])([F:15])[F:16])=[N:9]2. The catalyst class is: 19. (4) Reactant: [CH2:1]([N:8]1[CH2:13][CH2:12][NH:11][C@@H:10]([CH2:14][CH2:15][OH:16])[CH2:9]1)[C:2]1[CH:7]=[CH:6][CH:5]=[CH:4][CH:3]=1.C(N(CC)CC)C.[C:24](O[C:24]([O:26][C:27]([CH3:30])([CH3:29])[CH3:28])=[O:25])([O:26][C:27]([CH3:30])([CH3:29])[CH3:28])=[O:25].C(OCC)(=O)C. Product: [CH2:1]([N:8]1[CH2:13][CH2:12][N:11]([C:24]([O:26][C:27]([CH3:30])([CH3:29])[CH3:28])=[O:25])[C@@H:10]([CH2:14][CH2:15][OH:16])[CH2:9]1)[C:2]1[CH:3]=[CH:4][CH:5]=[CH:6][CH:7]=1. The catalyst class is: 614. (5) Reactant: [CH3:1][C:2]1[O:6][C:5]([C:7]2[CH:12]=[CH:11][C:10]([CH3:13])=[CH:9][CH:8]=2)=[N:4][C:3]=1[CH2:14][CH2:15][O:16][C:17]1[CH:28]=[CH:27][C:20]([CH2:21][CH:22]([CH2:25][OH:26])[CH2:23][OH:24])=[CH:19][CH:18]=1.[C:29]([O:34][CH3:35])(=[O:33])[C:30]([CH3:32])=O.C(=O)(O)[O-].[Na+]. Product: [CH3:35][O:34][C:29]([C:30]1([CH3:32])[O:24][CH2:23][CH:22]([CH2:21][C:20]2[CH:19]=[CH:18][C:17]([O:16][CH2:15][CH2:14][C:3]3[N:4]=[C:5]([C:7]4[CH:12]=[CH:11][C:10]([CH3:13])=[CH:9][CH:8]=4)[O:6][C:2]=3[CH3:1])=[CH:28][CH:27]=2)[CH2:25][O:26]1)=[O:33]. The catalyst class is: 10. (6) Reactant: [CH:1]1([CH2:4][NH:5][C:6]([C:8]2[CH:13]=[CH:12][C:11](B(O)O)=[CH:10][CH:9]=2)=[O:7])[CH2:3][CH2:2]1.Br[C:18]1[CH:19]=[C:20]([CH:32]=[CH:33][C:34]=1[CH3:35])[C:21]([NH:23][NH:24][C:25]([O:27][C:28]([CH3:31])([CH3:30])[CH3:29])=[O:26])=[O:22].C(=O)(O)[O-].[Na+]. Product: [C:28]([O:27][C:25]([NH:24][NH:23][C:21]([C:20]1[CH:19]=[CH:18][C:34]([CH3:35])=[C:33]([C:11]2[CH:12]=[CH:13][C:8]([C:6]([NH:5][CH2:4][CH:1]3[CH2:3][CH2:2]3)=[O:7])=[CH:9][CH:10]=2)[CH:32]=1)=[O:22])=[O:26])([CH3:31])([CH3:30])[CH3:29]. The catalyst class is: 837. (7) Reactant: [CH3:1][C:2]1[CH:6]=[C:5]([CH3:7])[NH:4][C:3]=1/[CH:8]=[C:9]1\[C:10](=[O:25])[N:11]([C:18](N2C=CN=C2)=[O:19])[C:12]2[C:17]\1=[CH:16][CH:15]=[CH:14][CH:13]=2.[CH2:26]([OH:32])[C@H:27]([OH:31])[C:28]([OH:30])=[O:29].C(O)(C(F)(F)F)=O. Product: [C:28]([CH:27]([OH:31])[CH2:26][O:32][C:18]([N:11]1[C:12]2[C:17](=[CH:16][CH:15]=[CH:14][CH:13]=2)/[C:9](=[CH:8]/[C:3]2[NH:4][C:5]([CH3:7])=[CH:6][C:2]=2[CH3:1])/[C:10]1=[O:25])=[O:19])([OH:30])=[O:29]. The catalyst class is: 1. (8) Reactant: [NH2:1][CH:2]1[CH2:13][CH2:12][CH2:11][C@H:10]([CH2:14][CH3:15])[O:9][C:8](=[O:16])[CH2:7][C@H:6]2[C@H:17]3[C@@H:25]([CH:26]=[C:5]2[C:4](=[O:41])[C@@H:3]1[CH3:42])[C@H:24]1[C@@H:20]([CH2:21][C@@H:22]([O:27][C@H:28]2[C@H:33]([O:34][CH3:35])[CH:32]([O:36][CH3:37])[C@@H:31]([O:38][CH3:39])[C@H:30]([CH3:40])[O:29]2)[CH2:23]1)[CH:19]=[CH:18]3.NC1CCC[C@H](CC)OC(=O)C[C@H]2[C@H]3[C@@H](C=C2C(=O)[C@@H]1C)[C@H]1[C@@H](C[C@@H](O[C@H]2[C@H](OC)C(OC)[C@@H](OC)[C@H](C)O2)C1)C(C)=C3.[N:86]1[CH:91]=[CH:90][C:89]([C:92](O)=[O:93])=[N:88][CH:87]=1.CN(C(ON1N=NC2C=CC=NC1=2)=[N+](C)C)C.F[P-](F)(F)(F)(F)F.CCN(C(C)C)C(C)C. Product: [CH2:14]([C@@H:10]1[O:9][C:8](=[O:16])[CH2:7][C@H:6]2[C@H:17]3[C@@H:25]([CH:26]=[C:5]2[C:4](=[O:41])[C@H:3]([CH3:42])[CH:2]([NH:1][C:92]([C:89]2[CH:90]=[CH:91][N:86]=[CH:87][N:88]=2)=[O:93])[CH2:13][CH2:12][CH2:11]1)[C@H:24]1[C@@H:20]([CH2:21][C@@H:22]([O:27][C@H:28]2[C@H:33]([O:34][CH3:35])[CH:32]([O:36][CH3:37])[C@@H:31]([O:38][CH3:39])[C@H:30]([CH3:40])[O:29]2)[CH2:23]1)[CH:19]=[CH:18]3)[CH3:15]. The catalyst class is: 59.